From a dataset of Catalyst prediction with 721,799 reactions and 888 catalyst types from USPTO. Predict which catalyst facilitates the given reaction. (1) Reactant: [N:1]1[CH:6]=[CH:5][C:4]([C:7]2[N:8]=[N:9][C:10]([C:13]([OH:15])=O)=[CH:11][N:12]=2)=[CH:3][CH:2]=1.Cl.[Cl:17][C:18]1[CH:19]=[C:20]2[C:24](=[CH:25][CH:26]=1)[NH:23][C:22]([S:27]([N:30]1[CH2:35][CH2:34][NH:33][CH2:32][CH2:31]1)(=[O:29])=[O:28])=[CH:21]2.ON1C2C=CC=CC=2N=N1.CN1CCOCC1.Cl.CN(C)CCCN=C=NCC. Product: [ClH:17].[Cl:17][C:18]1[CH:19]=[C:20]2[C:24](=[CH:25][CH:26]=1)[NH:23][C:22]([S:27]([N:30]1[CH2:35][CH2:34][N:33]([C:13]([C:10]3[N:9]=[N:8][C:7]([C:4]4[CH:3]=[CH:2][N:1]=[CH:6][CH:5]=4)=[N:12][CH:11]=3)=[O:15])[CH2:32][CH2:31]1)(=[O:29])=[O:28])=[CH:21]2. The catalyst class is: 9. (2) Reactant: [NH2:1][CH2:2][CH2:3][C:4]1[CH:27]=[CH:26][C:7]([NH:8][CH:9]2[CH2:14][CH2:13][N:12]([C:15]([NH:17][CH2:18][C:19]3[CH:24]=[CH:23][CH:22]=[CH:21][C:20]=3[F:25])=[O:16])[CH2:11][CH2:10]2)=[CH:6][CH:5]=1.C([Si]([O:45][C:46]1[CH:51]=[CH:50][C:49]([O:52][CH2:53][CH:54]2[CH2:56][O:55]2)=[CH:48][CH:47]=1)(C1C=CC=CC=1)C1C=CC=CC=1)(C)(C)C. Product: [F:25][C:20]1[CH:21]=[CH:22][CH:23]=[CH:24][C:19]=1[CH2:18][NH:17][C:15]([N:12]1[CH2:11][CH2:10][CH:9]([NH:8][C:7]2[CH:6]=[CH:5][C:4]([CH2:3][CH2:2][NH:1][CH2:56][C@H:54]([OH:55])[CH2:53][O:52][C:49]3[CH:50]=[CH:51][C:46]([OH:45])=[CH:47][CH:48]=3)=[CH:27][CH:26]=2)[CH2:14][CH2:13]1)=[O:16]. The catalyst class is: 147.